The task is: Predict the reactants needed to synthesize the given product.. This data is from Full USPTO retrosynthesis dataset with 1.9M reactions from patents (1976-2016). (1) Given the product [F:1][C:2]1[CH:3]=[C:4]2[C:8](=[CH:9][CH:10]=1)[NH:7][CH:6]=[C:5]2[CH2:11][CH2:12][CH2:13][NH:14][C@@H:15]1[CH2:24][C:23]2[C:22]([C:25]([NH2:27])=[O:26])=[CH:21][CH:20]=[C:19]([O:30][CH3:29])[C:18]=2[O:17][CH2:16]1, predict the reactants needed to synthesize it. The reactants are: [F:1][C:2]1[CH:3]=[C:4]2[C:8](=[CH:9][CH:10]=1)[NH:7][CH:6]=[C:5]2[CH2:11][CH2:12][CH2:13][NH:14][C@@H:15]1[CH2:24][C:23]2[C:22]([C:25]([NH2:27])=[O:26])=[CH:21][CH:20]=[C:19](F)[C:18]=2[O:17][CH2:16]1.[CH3:29][O-:30].[Na+].[OH-].[Na+]. (2) Given the product [CH2:1]([S:8][C:9]1[N:14]2[N:15]=[CH:16][C:17]([CH:34]=[O:35])=[C:13]2[N:12]=[C:11]([NH:18][C:19]2[CH:24]=[CH:23][CH:22]=[C:21]([Cl:25])[CH:20]=2)[CH:10]=1)[C:2]1[CH:7]=[CH:6][CH:5]=[CH:4][CH:3]=1, predict the reactants needed to synthesize it. The reactants are: [CH2:1]([S:8][C:9]1[N:14]2[N:15]=[CH:16][CH:17]=[C:13]2[N:12]=[C:11]([NH:18][C:19]2[CH:24]=[CH:23][CH:22]=[C:21]([Cl:25])[CH:20]=2)[CH:10]=1)[C:2]1[CH:7]=[CH:6][CH:5]=[CH:4][CH:3]=1.O=P(Cl)(Cl)Cl.CN([CH:34]=[O:35])C. (3) Given the product [CH3:56][C:53]1[CH:54]=[CH:55][C:50]([NH:49][C:22](=[O:23])[CH2:21][O:20][C:19]2[CH:25]=[CH:26][C:16]([O:15][C:6]3[C:5]4[C:10](=[CH:11][C:12]([O:13][CH3:14])=[C:3]([O:2][CH3:1])[CH:4]=4)[N:9]=[CH:8][CH:7]=3)=[CH:17][CH:18]=2)=[CH:51][CH:52]=1, predict the reactants needed to synthesize it. The reactants are: [CH3:1][O:2][C:3]1[CH:4]=[C:5]2[C:10](=[CH:11][C:12]=1[O:13][CH3:14])[N:9]=[CH:8][CH:7]=[C:6]2[O:15][C:16]1[CH:26]=[CH:25][C:19]([O:20][CH2:21][C:22](O)=[O:23])=[CH:18][CH:17]=1.CCN=C=NCCCN(C)C.Cl.C1C=CC2N(O)N=NC=2C=1.[NH2:49][C:50]1[CH:55]=[CH:54][C:53]([CH3:56])=[CH:52][CH:51]=1.C(=O)([O-])O.[Na+]. (4) Given the product [C:1]([NH:4][C:5]1[CH:9]=[C:8]([C:53]#[N:54])[N:7]([C:11]2[CH:16]=[CH:15][C:14]([CH2:17][CH3:18])=[CH:13][CH:12]=2)[C:6]=1[C:19]([O:21][CH2:22][CH3:23])=[O:20])(=[O:3])[CH3:2], predict the reactants needed to synthesize it. The reactants are: [C:1]([NH:4][C:5]1[CH:9]=[C:8](Cl)[N:7]([C:11]2[CH:16]=[CH:15][C:14]([CH2:17][CH3:18])=[CH:13][CH:12]=2)[C:6]=1[C:19]([O:21][CH2:22][CH3:23])=[O:20])(=[O:3])[CH3:2].C(P(C(C)(C)C)C1C=CC2C(=CC=CC=2)C=1C1C2C(=CC=CC=2)C=CC=1)(C)(C)C.[CH3:53][N:54](C)C(=O)C. (5) Given the product [Cl:13][C:14]1[CH:19]=[CH:18][C:17]([C:8]2[C:6]([NH2:7])=[CH:5][CH:4]=[C:3]([C:2]([F:10])([F:11])[F:1])[CH:9]=2)=[CH:16][CH:15]=1, predict the reactants needed to synthesize it. The reactants are: [F:1][C:2]([F:11])([F:10])[C:3]1[CH:9]=[CH:8][C:6]([NH2:7])=[CH:5][CH:4]=1.[Cl-].[Cl:13][C:14]1[CH:19]=[CH:18][C:17]([N+]#N)=[CH:16][CH:15]=1. (6) Given the product [Br:30][C:31]1[CH:36]=[CH:35][C:34]([Cl:37])=[C:33]([CH:32]=1)[CH2:38][C:7]1[CH:12]=[CH:11][C:10]([C:13]#[C:14][Si:15]([CH:22]([CH3:24])[CH3:23])([CH:19]([CH3:21])[CH3:20])[CH:16]([CH3:18])[CH3:17])=[CH:9][CH:8]=1, predict the reactants needed to synthesize it. The reactants are: C([Mg]Cl)(C)C.I[C:7]1[CH:12]=[CH:11][C:10]([C:13]#[C:14][Si:15]([CH:22]([CH3:24])[CH3:23])([CH:19]([CH3:21])[CH3:20])[CH:16]([CH3:18])[CH3:17])=[CH:9][CH:8]=1.C([Cu])#N.[Li+].[Cl-].[Br:30][C:31]1[CH:36]=[CH:35][C:34]([Cl:37])=[C:33]([CH2:38]Br)[CH:32]=1.[Cl-].[NH4+].N. (7) Given the product [CH3:1][N:2]1[C:6]([CH2:7][NH2:8])=[CH:5][C:4]([CH3:10])=[N:3]1, predict the reactants needed to synthesize it. The reactants are: [CH3:1][N:2]1[C:6]([CH:7]=[N:8]O)=[CH:5][C:4]([CH3:10])=[N:3]1. (8) Given the product [CH:1]([NH:4][C:5]([C:7]1[C:15]2[C:10](=[N:11][CH:12]=[C:13]([C:16]3[C:24]4[CH2:23][CH2:22][CH2:21][CH2:20][C:19]=4[N:18]([CH3:25])[N+:17]=3[O-:26])[N:14]=2)[NH:9][CH:8]=1)=[O:6])([CH3:3])[CH3:2], predict the reactants needed to synthesize it. The reactants are: [CH:1]([NH:4][C:5]([C:7]1[C:15]2[C:10](=[N:11][CH:12]=[C:13]([C:16]3[C:24]4[CH2:23][CH2:22][CH2:21][CH2:20][C:19]=4[N:18]([CH3:25])[N+:17]=3[O-:26])[N:14]=2)[N:9](COCC[Si](C)(C)C)[CH:8]=1)=[O:6])([CH3:3])[CH3:2].C(O)(C(F)(F)F)=O. (9) Given the product [Br:12][C:5]1[C:4]2[C:8](=[CH:9][CH:10]=[C:2]([F:1])[CH:3]=2)[NH:7][C:6]=1[CH3:11], predict the reactants needed to synthesize it. The reactants are: [F:1][C:2]1[CH:3]=[C:4]2[C:8](=[CH:9][CH:10]=1)[NH:7][C:6]([CH3:11])=[CH:5]2.[Br:12]Br.